This data is from Catalyst prediction with 721,799 reactions and 888 catalyst types from USPTO. The task is: Predict which catalyst facilitates the given reaction. (1) Reactant: [C:1]([O:5][C:6]([N:8]1[CH2:18][CH:17]2[CH2:19][CH:10]([C:11]3[CH:12]=[C:13]([NH:21][CH2:22][CH:23]([CH3:25])[CH3:24])[C:14]([NH2:20])=[CH:15][C:16]=32)[CH2:9]1)=[O:7])([CH3:4])([CH3:3])[CH3:2].[CH3:26][C:27](O)=O.CO.C(Cl)Cl. Product: [C:1]([O:5][C:6]([N:8]1[CH2:18][CH:17]2[CH2:19][CH:10]([C:11]3[CH:12]=[C:13]4[C:14](=[CH:15][C:16]=32)[N:20]=[C:26]([CH3:27])[N:21]4[CH2:22][CH:23]([CH3:25])[CH3:24])[CH2:9]1)=[O:7])([CH3:4])([CH3:3])[CH3:2]. The catalyst class is: 14. (2) Reactant: [H-].[Al+3].[Li+].[H-].[H-].[H-].[F:7][C:8]1[CH:13]=[CH:12][C:11]([O:14][CH3:15])=[CH:10][C:9]=1[C:16]1[C:25]([O:26][CH2:27][CH:28]([CH3:30])[CH3:29])=[CH:24][C:19]([C:20](OC)=[O:21])=[CH:18][N:17]=1.O.[OH-].[Na+]. Product: [F:7][C:8]1[CH:13]=[CH:12][C:11]([O:14][CH3:15])=[CH:10][C:9]=1[C:16]1[N:17]=[CH:18][C:19]([CH2:20][OH:21])=[CH:24][C:25]=1[O:26][CH2:27][CH:28]([CH3:30])[CH3:29]. The catalyst class is: 27. (3) Reactant: [N+:1]([C:4]1[C:9]([C:10]([F:13])([F:12])[F:11])=[CH:8][CH:7]=[CH:6][C:5]=1[NH:14]C(=O)C)([O-:3])=[O:2].[OH-].[Na+]. Product: [N+:1]([C:4]1[C:9]([C:10]([F:11])([F:12])[F:13])=[CH:8][CH:7]=[CH:6][C:5]=1[NH2:14])([O-:3])=[O:2]. The catalyst class is: 8.